Dataset: Experimentally validated miRNA-target interactions with 360,000+ pairs, plus equal number of negative samples. Task: Binary Classification. Given a miRNA mature sequence and a target amino acid sequence, predict their likelihood of interaction. (1) The miRNA is hsa-miR-216b-5p with sequence AAAUCUCUGCAGGCAAAUGUGA. The protein sequence of the target gene is MLENYGNVASLGFPLLKPAVISQLEGGSELGGSSPLAAGTGLQGLQTDIQTDNDLTKEMYEGKENVSFELQRDFSQETDFSEASLLEKQQEVHSAGNIKKEKSNTIDGTVKDETSPVEECFFSQSSNSYQCHTITGEQPSGCTGLGKSISFDTKLVKHEIINSEERPFKCEELVEPFRCDSQLIQHQENNTEEKPYQCSECGKAFSINEKLIWHQRLHSGEKPFKCVECGKSFSYSSHYITHQTIHSGEKPYQCKMCGKAFSVNGSLSRHQRIHTGEKPYQCKECGNGFSCSSAYITHQR.... Result: 0 (no interaction). (2) The miRNA is hsa-miR-211-5p with sequence UUCCCUUUGUCAUCCUUCGCCU. The protein sequence of the target gene is MVFRNVGRPPEEEDAEAAREPGPSELLCPRHRCALDPKALPPGLALERTWGPVAGLEAQLAALGLGQPAGPGIKTAGGGCCPCPCPPQPPPPQPPPPAAAPQAGEDPTETSDALLVLEGLESEAESLETNSCSEEELSSPGRGGGGVGGRLLLQPPGPELPPVPFPLQDLVPPGRLSRGEQQQQQPPPPPPPPGPLRPLAGPSRKGSFKIRLSRLFRTKSCNGGSGGGDGTGKRPSGDLAASAASLTDMGGSAVRELDTGRKPRLTRTQSAFSPVSFSPLFTGETVSLVDVDISQRGLTS.... Result: 0 (no interaction). (3) The miRNA is hsa-miR-6872-5p with sequence UCUCGCAUCAGGAGGCAAGG. The protein sequence of the target gene is MNWNKGGPGTKRGFGFGGFAISAGKKEEPKLPQQSHSAFGATSSSSGFGKSAPPQLPSFYKIGSKRANFDEENAYFEDEEEDSSNVDLPYIPAENSPTRQQFHSKPVDSDSDDDPLEAFMAEVEDQAARDMKRLEEKDKERKNVKGIRDDIEEEDDQEAYFRYMAENPTAGVVQEEEEDNLEYDSDGNPIAPTKKIIDPLPPIDHSEIDYPPFEKNFYNEHEEITNLTPQQLIDLRHKLNLRVSGAAPPRPGSSFAHFGFDEQLMHQIRKSEYTQPTPIQCQGVPVALSGRDMIGIAKTG.... Result: 0 (no interaction). (4) The protein sequence of the target gene is MSEEPKEKPAKPAHRKRKGKKSDANASYLRAARAGHLEKALDYIKNGVDVNICNQNGLNALHLASKEGHVEVVSELLQREANVDAATKKGNTALHIASLAGQAEVVKVLVTNGANVNAQSQNGFTPLYMAAQENHLEVVRFLLDNGASQSLATEDGFTPLAVALQQGHDQVVSLLLENDTKGKVRLPALHIAARKDDTKAAALLLQNDTNADVESKSGFTPLHIAAHYGNINVATLLLNRAAAVDFTARNDITPLHVASKRGNANMVKLLLDRGAKIDAKTRDGLTPLHCGARSGHEQVV.... Result: 1 (interaction). The miRNA is mmu-miR-362-5p with sequence AAUCCUUGGAACCUAGGUGUGAAU. (5) The miRNA is hsa-miR-4633-5p with sequence AUAUGCCUGGCUAGCUCCUC. The protein sequence of the target gene is MVCIPCIVIPVLLWIYKKFLEPYIYPLVSPFVSRIWPKKAIQESNDTNKGKVNFKGADMNGLPTKGPTEICDKKKD. Result: 1 (interaction).